From a dataset of Catalyst prediction with 721,799 reactions and 888 catalyst types from USPTO. Predict which catalyst facilitates the given reaction. (1) Reactant: C(OC([N:8]1[C@H:20]([C:21]([OH:23])=[O:22])[CH2:19][C:18]2[C:17]3[C:12](=[CH:13][CH:14]=[CH:15][CH:16]=3)[N:11]([CH2:24][C:25]3[CH:30]=[CH:29][C:28]([F:31])=[CH:27][CH:26]=3)[C:10]=2[CH2:9]1)=O)(C)(C)C.[ClH:32].C(N(CC)CC)C. Product: [ClH:32].[F:31][C:28]1[CH:29]=[CH:30][C:25]([CH2:24][N:11]2[C:12]3[C:17](=[CH:16][CH:15]=[CH:14][CH:13]=3)[C:18]3[CH2:19][C@@H:20]([C:21]([OH:23])=[O:22])[NH:8][CH2:9][C:10]2=3)=[CH:26][CH:27]=1. The catalyst class is: 12. (2) Reactant: [H-].[H-].[H-].[H-].[Li+].[Al+3].[CH2:7]([O:10][C:11]1[CH:18]=[C:17]([F:19])[CH:16]=[CH:15][C:12]=1[C:13]#[N:14])[CH:8]=[CH2:9]. Product: [CH2:7]([O:10][C:11]1[CH:18]=[C:17]([F:19])[CH:16]=[CH:15][C:12]=1[CH2:13][NH2:14])[CH:8]=[CH2:9]. The catalyst class is: 1. (3) Reactant: [NH2:1][C:2]1[N:6]([C:7]2[CH:12]=[C:11]([S:13][CH2:14][C:15]([F:18])([F:17])[F:16])[C:10]([CH3:19])=[CH:9][C:8]=2[F:20])[N:5]=[C:4]([O:21][CH2:22][C:23]([F:29])([F:28])[C:24]([F:27])([F:26])[F:25])[CH:3]=1.[Cl:30]N1C(=O)CCC1=O. Product: [NH2:1][C:2]1[N:6]([C:7]2[CH:12]=[C:11]([S:13][CH2:14][C:15]([F:16])([F:17])[F:18])[C:10]([CH3:19])=[CH:9][C:8]=2[F:20])[N:5]=[C:4]([O:21][CH2:22][C:23]([F:28])([F:29])[C:24]([F:25])([F:27])[F:26])[C:3]=1[Cl:30]. The catalyst class is: 10. (4) Reactant: [CH2:1]([O:3][C:4]([C:6]1[NH:7][CH:8]=[C:9]([N+:11]([O-:13])=[O:12])[CH:10]=1)=[O:5])[CH3:2].[H-].[Na+].[CH3:16][S:17](Cl)(=[O:19])=[O:18].Cl. The catalyst class is: 1. Product: [CH2:1]([O:3][C:4]([C:6]1[N:7]([S:17]([CH3:16])(=[O:19])=[O:18])[CH:8]=[C:9]([N+:11]([O-:13])=[O:12])[CH:10]=1)=[O:5])[CH3:2]. (5) Reactant: Cl.[CH:2]([N:5]1[C:9]([S:10]([CH3:13])(=[O:12])=[O:11])=[N:8][N:7]=[C:6]1[C:14]1[CH:19]=[C:18]([CH:20]([CH3:22])[CH3:21])[C:17]([O:23]COC)=[CH:16][C:15]=1[O:27]COC)([CH3:4])[CH3:3].C(=O)([O-])O.[Na+]. Product: [CH:20]([C:18]1[CH:19]=[C:14]([C:6]2[N:5]([CH:2]([CH3:4])[CH3:3])[C:9]([S:10]([CH3:13])(=[O:12])=[O:11])=[N:8][N:7]=2)[C:15]([OH:27])=[CH:16][C:17]=1[OH:23])([CH3:21])[CH3:22]. The catalyst class is: 5.